Dataset: Catalyst prediction with 721,799 reactions and 888 catalyst types from USPTO. Task: Predict which catalyst facilitates the given reaction. (1) Reactant: Br[C:2]1[CH:3]=[C:4]2[C:8](=[CH:9][CH:10]=1)[N:7]([CH:11]1[CH2:16][CH2:15][CH2:14][CH2:13][O:12]1)[N:6]=[C:5]2[C:17]1[N:22]=[C:21]([O:23][C@@H:24]2[CH2:29][CH2:28][CH2:27][N:26]([C:30]([O:32][C:33]([CH3:36])([CH3:35])[CH3:34])=[O:31])[CH2:25]2)[CH:20]=[N:19][CH:18]=1.[B:37]1([B:37]2[O:41][C:40]([CH3:43])([CH3:42])[C:39]([CH3:45])([CH3:44])[O:38]2)[O:41][C:40]([CH3:43])([CH3:42])[C:39]([CH3:45])([CH3:44])[O:38]1.C([O-])(=O)C.[K+]. Product: [O:12]1[CH2:13][CH2:14][CH2:15][CH2:16][CH:11]1[N:7]1[C:8]2[C:4](=[CH:3][C:2]([B:37]3[O:41][C:40]([CH3:43])([CH3:42])[C:39]([CH3:45])([CH3:44])[O:38]3)=[CH:10][CH:9]=2)[C:5]([C:17]2[N:22]=[C:21]([O:23][C@@H:24]3[CH2:29][CH2:28][CH2:27][N:26]([C:30]([O:32][C:33]([CH3:35])([CH3:34])[CH3:36])=[O:31])[CH2:25]3)[CH:20]=[N:19][CH:18]=2)=[N:6]1. The catalyst class is: 151. (2) Reactant: [CH3:1][C@:2]12[C@@:19]3([CH3:20])[C@@H:10]([C@:11]4([CH3:33])[C@@H:16]([CH2:17][CH2:18]3)[C:15]([CH3:22])([CH3:21])[C:14]([C:23]3[CH:32]=[CH:31][C:26]([C:27]([O:29]C)=[O:28])=[CH:25][CH:24]=3)=[CH:13][CH2:12]4)[CH2:9][CH2:8][C@@H:7]1[C@H:6]1[C@H:34]([C:37]([CH3:39])=[CH2:38])[CH2:35][CH2:36][C@:5]1([NH:40][CH2:41][CH2:42][NH:43][C:44]1[N:45]=[N:46][CH:47]=[CH:48][CH:49]=1)[CH2:4][CH2:3]2.O.[OH-].[Li+].C1COCC1.C(O)(C(F)(F)F)=O. Product: [CH3:1][C@:2]12[C@@:19]3([CH3:20])[C@@H:10]([C@:11]4([CH3:33])[C@@H:16]([CH2:17][CH2:18]3)[C:15]([CH3:21])([CH3:22])[C:14]([C:23]3[CH:24]=[CH:25][C:26]([C:27]([OH:29])=[O:28])=[CH:31][CH:32]=3)=[CH:13][CH2:12]4)[CH2:9][CH2:8][C@@H:7]1[C@H:6]1[C@H:34]([C:37]([CH3:39])=[CH2:38])[CH2:35][CH2:36][C@:5]1([NH:40][CH2:41][CH2:42][NH:43][C:44]1[N:45]=[N:46][CH:47]=[CH:48][CH:49]=1)[CH2:4][CH2:3]2. The catalyst class is: 72. (3) Reactant: Br[C:2]1[CH:3]=[C:4]([CH2:9][C:10]([OH:12])=[O:11])[CH:5]=[CH:6][C:7]=1[F:8].[Cu][C:14]#[N:15]. Product: [C:14]([C:2]1[CH:3]=[C:4]([CH2:9][C:10]([OH:12])=[O:11])[CH:5]=[CH:6][C:7]=1[F:8])#[N:15]. The catalyst class is: 39. (4) Reactant: [N+:1]([C:4]1[CH:9]=[CH:8][CH:7]=[CH:6][C:5]=1[S:10]([NH:13][CH:14]1[C:23]2[N:22]=[CH:21][CH:20]=[CH:19][C:18]=2[CH2:17][CH2:16][CH2:15]1)(=[O:12])=[O:11])([O-:3])=[O:2].[C:24]([O-:27])([O-])=O.[K+].[K+].[CH3:30][C:31]#[N:32]. Product: [N+:1]([C:4]1[CH:9]=[CH:8][CH:7]=[CH:6][C:5]=1[S:10]([N:13]([CH2:19][C:18]1[CH:23]=[CH:14][C:15]([C:24]([NH:32][C:31]2[CH:30]=[CH:6][CH:5]=[CH:4][N:1]=2)=[O:27])=[CH:16][CH:17]=1)[CH:14]1[C:23]2[N:22]=[CH:21][CH:20]=[CH:19][C:18]=2[CH2:17][CH2:16][CH2:15]1)(=[O:11])=[O:12])([O-:3])=[O:2]. The catalyst class is: 13. (5) Reactant: C[Si](C)(C)N[Si](C)(C)C.C([Li])CCC.[Cl:15][C:16]1[CH:17]=[C:18]([C@@H:26]([CH2:40][CH:41]2[CH2:45]C[CH2:43][CH2:42]2)[C:27](NC2C=CN(CCC(O)=O)N=2)=[O:28])[CH:19]=[CH:20][C:21]=1[S:22]([CH3:25])(=O)=O.ICC1C[CH2:51][O:50]C1.CN1CCCN(C)C1=[O:61]. Product: [CH3:51][O:50][C:27](=[O:28])[CH:26]([C:18]1[CH:19]=[CH:20][C:21]([S:22][CH3:25])=[C:16]([Cl:15])[CH:17]=1)[CH2:40][CH:41]1[CH2:42][CH2:43][O:61][CH2:45]1. The catalyst class is: 54. (6) The catalyst class is: 16. Reactant: [N:1]1[CH:6]=[CH:5][CH:4]=[CH:3][C:2]=1[C:7]12[O:13][CH:12]1[CH2:11][N:10]([C:14]([O:16][C:17]([CH3:20])([CH3:19])[CH3:18])=[O:15])[CH2:9][CH2:8]2.[C-:21]#[N:22].[K+]. Product: [C:21]([C:7]1([C:2]2[CH:3]=[CH:4][CH:5]=[CH:6][N:1]=2)[CH2:8][CH2:9][N:10]([C:14]([O:16][C:17]([CH3:20])([CH3:19])[CH3:18])=[O:15])[CH2:11][CH:12]1[OH:13])#[N:22].